Task: Regression. Given two drug SMILES strings and cell line genomic features, predict the synergy score measuring deviation from expected non-interaction effect.. Dataset: NCI-60 drug combinations with 297,098 pairs across 59 cell lines Drug 1: CN(C)C1=NC(=NC(=N1)N(C)C)N(C)C. Drug 2: C1C(C(OC1N2C=NC(=NC2=O)N)CO)O. Cell line: BT-549. Synergy scores: CSS=10.4, Synergy_ZIP=-3.27, Synergy_Bliss=1.27, Synergy_Loewe=-31.0, Synergy_HSA=-3.83.